This data is from Forward reaction prediction with 1.9M reactions from USPTO patents (1976-2016). The task is: Predict the product of the given reaction. (1) Given the reactants [C:1]1([C:7]2[O:8][C:9]([C:27]([F:30])([F:29])[F:28])=[C:10]([C:12]([NH:14][C:15]3[CH:16]=[N:17][C:18]([N:21]4[CH2:26][CH2:25][NH:24][CH2:23][CH2:22]4)=[CH:19][CH:20]=3)=[O:13])[N:11]=2)[CH:6]=[CH:5][CH:4]=[CH:3][CH:2]=1.Cl[C:32]([O:34][CH2:35][C:36]#[C:37][CH3:38])=[O:33], predict the reaction product. The product is: [C:1]1([C:7]2[O:8][C:9]([C:27]([F:28])([F:29])[F:30])=[C:10]([C:12]([NH:14][C:15]3[CH:20]=[CH:19][C:18]([N:21]4[CH2:26][CH2:25][N:24]([C:32]([O:34][CH2:35][C:36]#[C:37][CH3:38])=[O:33])[CH2:23][CH2:22]4)=[N:17][CH:16]=3)=[O:13])[N:11]=2)[CH:2]=[CH:3][CH:4]=[CH:5][CH:6]=1. (2) Given the reactants [C:1]([CH:3]1[CH2:8][CH2:7][N:6]([C:9]([C@H:11]([NH:16][C:17]([C:19]2[C:27]3[C:22](=[N:23][CH:24]=[C:25](Br)[N:26]=3)[N:21]([CH2:29][O:30][CH2:31][CH2:32][Si:33]([CH3:36])([CH3:35])[CH3:34])[CH:20]=2)=[O:18])[C:12]([CH3:15])([CH3:14])[CH3:13])=[O:10])[CH2:5][CH2:4]1)#[N:2].[Cl:37][C:38]1[CH:39]=[C:40]2[C:44](=[CH:45][CH:46]=1)[N:43]([CH3:47])[N:42]=[C:41]2[Sn](CCCC)(CCCC)CCCC, predict the reaction product. The product is: [C:1]([CH:3]1[CH2:8][CH2:7][N:6]([C:9]([C@H:11]([NH:16][C:17]([C:19]2[C:27]3[C:22](=[N:23][CH:24]=[C:25]([C:41]4[C:40]5[C:44](=[CH:45][CH:46]=[C:38]([Cl:37])[CH:39]=5)[N:43]([CH3:47])[N:42]=4)[N:26]=3)[N:21]([CH2:29][O:30][CH2:31][CH2:32][Si:33]([CH3:36])([CH3:35])[CH3:34])[CH:20]=2)=[O:18])[C:12]([CH3:15])([CH3:14])[CH3:13])=[O:10])[CH2:5][CH2:4]1)#[N:2]. (3) Given the reactants S(Cl)(Cl)=O.CC(CCC)C(O)=O.CC(CCC)C(Cl)=O.[CH3:21][CH:22]([CH2:28][CH2:29][CH3:30])[C:23]([N:25]=[C:26]=[S:27])=[O:24].[Cl:31][C:32]1[CH:33]=[C:34]([CH:36]=[CH:37][C:38]=1[O:39][C:40]1[C:49]2[C:44](=[CH:45][C:46]([O:52][CH3:53])=[C:47]([O:50][CH3:51])[CH:48]=2)[N:43]=[CH:42][CH:41]=1)[NH2:35], predict the reaction product. The product is: [Cl:31][C:32]1[CH:33]=[C:34]([NH:35][C:26]([NH:25][C:23](=[O:24])[CH:22]([CH3:21])[CH2:28][CH2:29][CH3:30])=[S:27])[CH:36]=[CH:37][C:38]=1[O:39][C:40]1[C:49]2[C:44](=[CH:45][C:46]([O:52][CH3:53])=[C:47]([O:50][CH3:51])[CH:48]=2)[N:43]=[CH:42][CH:41]=1.